Dataset: Forward reaction prediction with 1.9M reactions from USPTO patents (1976-2016). Task: Predict the product of the given reaction. (1) Given the reactants [NH2:1][C:2]1[C:7]([N+:8]([O-:10])=[O:9])=[CH:6][CH:5]=[CH:4][C:3]=1[OH:11].[Br:12][C:13]1[CH:21]=[CH:20][C:16]([C:17](Cl)=O)=[CH:15][CH:14]=1.[OH-].[Na+], predict the reaction product. The product is: [Br:12][C:13]1[CH:21]=[CH:20][C:16]([C:17]2[O:11][C:3]3[CH:4]=[CH:5][CH:6]=[C:7]([N+:8]([O-:10])=[O:9])[C:2]=3[N:1]=2)=[CH:15][CH:14]=1. (2) Given the reactants CC(N(C)C)=O.CC(C)([O-])C.[Na+].[CH2:13]([C:15]1[NH:16][C:17]2[C:22]([C:23](=[O:26])[C:24]=1[CH3:25])=[CH:21][C:20]([O:27][C:28]1[CH:33]=[CH:32][C:31]([O:34][C:35]([F:38])([F:37])[F:36])=[CH:30][CH:29]=1)=[C:19]([CH3:39])[CH:18]=2)[CH3:14].Cl[C:41]([O:43][CH3:44])=[O:42], predict the reaction product. The product is: [C:41](=[O:42])([O:43][CH3:44])[O:26][C:23]1[C:22]2[C:17](=[CH:18][C:19]([CH3:39])=[C:20]([O:27][C:28]3[CH:33]=[CH:32][C:31]([O:34][C:35]([F:36])([F:37])[F:38])=[CH:30][CH:29]=3)[CH:21]=2)[N:16]=[C:15]([CH2:13][CH3:14])[C:24]=1[CH3:25]. (3) Given the reactants CCOC(/N=N/C(OCC)=O)=O.[CH2:13](O)[CH2:14][CH2:15][CH2:16][CH3:17].[C:19]1([N:25]2[C:29]([SH:30])=[N:28][N:27]=[N:26]2)[CH:24]=[CH:23][CH:22]=[CH:21][CH:20]=1.C1C=CC(P(C2C=CC=CC=2)C2C=CC=CC=2)=CC=1, predict the reaction product. The product is: [CH2:13]([S:30][C:29]1[N:25]([C:19]2[CH:24]=[CH:23][CH:22]=[CH:21][CH:20]=2)[N:26]=[N:27][N:28]=1)[CH2:14][CH2:15][CH2:16][CH3:17].